The task is: Regression. Given two drug SMILES strings and cell line genomic features, predict the synergy score measuring deviation from expected non-interaction effect.. This data is from Merck oncology drug combination screen with 23,052 pairs across 39 cell lines. (1) Synergy scores: synergy=10.5. Cell line: A2780. Drug 1: O=P1(N(CCCl)CCCl)NCCCO1. Drug 2: CC1(c2nc3c(C(N)=O)cccc3[nH]2)CCCN1. (2) Drug 1: O=P1(N(CCCl)CCCl)NCCCO1. Drug 2: CNC(=O)c1cc(Oc2ccc(NC(=O)Nc3ccc(Cl)c(C(F)(F)F)c3)cc2)ccn1. Cell line: UACC62. Synergy scores: synergy=-13.2.